Dataset: Forward reaction prediction with 1.9M reactions from USPTO patents (1976-2016). Task: Predict the product of the given reaction. (1) Given the reactants [NH2:1][C@H:2]([C:11]([OH:13])=[O:12])[CH2:3][C:4]1[CH:9]=[CH:8][C:7]([OH:10])=[CH:6][CH:5]=1.C([O:17][CH2:18][CH3:19])(=O)C, predict the reaction product. The product is: [C:18]([O:10][C:7]1[CH:6]=[CH:5][C:4]([CH2:3][C@@H:2]([C:11]([OH:13])=[O:12])[NH2:1])=[CH:9][CH:8]=1)(=[O:17])[CH2:19][CH2:11][CH2:2][CH2:3][CH2:4][CH2:5][CH3:6]. (2) Given the reactants Br[C:2]1[C:10]2[O:9][CH:8]([CH3:11])[CH2:7][C:6]=2[C:5]([CH3:12])=[CH:4][C:3]=1[CH3:13].C[O-].[Na+].CO.CN([CH:22]=[O:23])C.Cl, predict the reaction product. The product is: [CH3:22][O:23][C:2]1[C:10]2[O:9][CH:8]([CH3:11])[CH2:7][C:6]=2[C:5]([CH3:12])=[CH:4][C:3]=1[CH3:13]. (3) Given the reactants [CH3:1][O:2][C:3](=[O:24])[C:4]([NH:20][C:21](=[O:23])[CH3:22])=[CH:5][C:6]1[CH:11]=[CH:10][CH:9]=[C:8]([O:12]CC2C=CC=CC=2)[CH:7]=1.O.[H][H], predict the reaction product. The product is: [CH3:1][O:2][C:3](=[O:24])[CH:4]([NH:20][C:21](=[O:23])[CH3:22])[CH2:5][C:6]1[CH:11]=[CH:10][CH:9]=[C:8]([OH:12])[CH:7]=1. (4) Given the reactants [CH:1]1([NH:5][C:6]2[N:7]=[N:8][C:9]([C:12]#[CH:13])=[CH:10][CH:11]=2)[CH2:4][CH2:3][CH2:2]1.[Cl:14][C:15]1[CH:39]=[CH:38][C:18]([C:19]([NH:21][C:22]2[CH:27]=[CH:26][C:25]([N:28]3[CH:32]=[C:31]([CH3:33])[N:30]=[CH:29]3)=[C:24]([C:34]([F:37])([F:36])[F:35])[CH:23]=2)=[O:20])=[CH:17][C:16]=1I, predict the reaction product. The product is: [Cl:14][C:15]1[CH:16]=[CH:17][C:18]([C:19]([NH:21][C:22]2[CH:27]=[CH:26][C:25]([N:28]3[CH:32]=[C:31]([CH3:33])[N:30]=[CH:29]3)=[C:24]([C:34]([F:36])([F:35])[F:37])[CH:23]=2)=[O:20])=[CH:38][C:39]=1[C:13]#[C:12][C:9]1[N:8]=[N:7][C:6]([NH:5][CH:1]2[CH2:4][CH2:3][CH2:2]2)=[CH:11][CH:10]=1. (5) Given the reactants [CH3:1][O:2][C:3]1[CH:17]=[CH:16][C:6]([CH2:7][O:8][C:9]2[C:14](=[O:15])[CH:13]=[CH:12][NH:11][CH:10]=2)=[CH:5][CH:4]=1.[Br:18][C:19]1[CH:24]=[CH:23][CH:22]=[C:21](Br)[N:20]=1, predict the reaction product. The product is: [Br:18][C:19]1[N:20]=[C:21]([N:11]2[CH:12]=[CH:13][C:14](=[O:15])[C:9]([O:8][CH2:7][C:6]3[CH:5]=[CH:4][C:3]([O:2][CH3:1])=[CH:17][CH:16]=3)=[CH:10]2)[CH:22]=[CH:23][CH:24]=1.